The task is: Predict which catalyst facilitates the given reaction.. This data is from Catalyst prediction with 721,799 reactions and 888 catalyst types from USPTO. (1) Reactant: [F:1][C:2]1[CH:7]=[C:6]([F:8])[CH:5]=[CH:4][C:3]=1[C:9]1[C:13]([C:14]2[CH:15]=[CH:16][C:17]3[N:18]([C:20]([CH:23]([CH3:25])[CH3:24])=[N:21][N:22]=3)[N:19]=2)=[CH:12][N:11]([CH:26]2[CH2:30][CH2:29][N:28](C(OC(C)(C)C)=O)[CH2:27]2)[N:10]=1.FC1C=C(F)C=CC=1C1N(C2CCN(C(OC(C)(C)C)=O)C2)N=CC=1C1C=CC2N(C(C(C)C)=NN=2)N=1.Cl. Product: [F:1][C:2]1[CH:7]=[C:6]([F:8])[CH:5]=[CH:4][C:3]=1[C:9]1[C:13]([C:14]2[CH:15]=[CH:16][C:17]3[N:18]([C:20]([CH:23]([CH3:24])[CH3:25])=[N:21][N:22]=3)[N:19]=2)=[CH:12][N:11]([CH:26]2[CH2:30][CH2:29][NH:28][CH2:27]2)[N:10]=1. The catalyst class is: 12. (2) Reactant: [Cl:1][C:2]1[CH:3]=[C:4]([NH:9][C:10]2[C:19]3[C:14](=[CH:15][N:16]=[C:17]([NH:20]CC4C=CC(OC)=CC=4)[CH:18]=3)[N:13]=[CH:12][C:11]=2[C:30]#[N:31])[CH:5]=[CH:6][C:7]=1[F:8].FC(F)(F)C(O)=O. Product: [NH2:20][C:17]1[CH:18]=[C:19]2[C:14](=[CH:15][N:16]=1)[N:13]=[CH:12][C:11]([C:30]#[N:31])=[C:10]2[NH:9][C:4]1[CH:5]=[CH:6][C:7]([F:8])=[C:2]([Cl:1])[CH:3]=1. The catalyst class is: 390. (3) Reactant: [F:1][C:2]1[C:3]([OH:11])=[C:4]([CH:8]=[CH:9][CH:10]=1)[C:5]([OH:7])=O.[NH2:12]/[C:13](/[CH3:32])=[C:14](/[CH2:27][CH2:28][CH:29]([CH3:31])[CH3:30])\[C:15]([NH:17][CH2:18][CH2:19][C:20]1[CH:25]=[CH:24][CH:23]=[C:22]([F:26])[CH:21]=1)=[O:16].C(Cl)CCl.C1C=CC2N(O)N=NC=2C=1. Product: [F:1][C:2]1[C:3]([OH:11])=[C:4]([CH:8]=[CH:9][CH:10]=1)[C:5]([NH:12]/[C:13](/[CH3:32])=[C:14](\[C:15]([NH:17][CH2:18][CH2:19][C:20]1[CH:25]=[CH:24][CH:23]=[C:22]([F:26])[CH:21]=1)=[O:16])/[CH2:27][CH2:28][CH:29]([CH3:31])[CH3:30])=[O:7]. The catalyst class is: 49. (4) Reactant: [OH-].[Na+].[Br:3][C:4]1[CH:5]=[C:6]([C:13]([O:15]CC)=O)[C:7]2[CH:12]=[N:11][NH:10][C:8]=2[N:9]=1.[NH2:18][CH2:19][C:20]1[C:21](=[O:28])[NH:22][C:23]([CH3:27])=[CH:24][C:25]=1[CH3:26].C1CN([P+](ON2N=NC3C=CC=CC2=3)(N2CCCC2)N2CCCC2)CC1.F[P-](F)(F)(F)(F)F. Product: [Br:3][C:4]1[CH:5]=[C:6]([C:13]([NH:18][CH2:19][C:20]2[C:21](=[O:28])[NH:22][C:23]([CH3:27])=[CH:24][C:25]=2[CH3:26])=[O:15])[C:7]2[CH:12]=[N:11][NH:10][C:8]=2[N:9]=1. The catalyst class is: 593. (5) Reactant: [CH2:1]([N:3]([CH2:25][CH3:26])[CH2:4][CH2:5][O:6][C:7]1[CH:12]=[CH:11][C:10]([NH2:13])=[C:9](/[CH:14]=[CH:15]/[C:16]2[C:24]3[C:19](=[CH:20][CH:21]=[CH:22][CH:23]=3)[NH:18][N:17]=2)[CH:8]=1)[CH3:2].C(N(CC)CC)C.[CH3:34][C:35]1[CH:39]=[CH:38][S:37][C:36]=1[C:40](Cl)=[O:41].C(=O)([O-])O.[Na+]. Product: [NH:18]1[C:19]2[C:24](=[CH:23][CH:22]=[CH:21][CH:20]=2)[C:16](/[CH:15]=[CH:14]/[C:9]2[CH:8]=[C:7]([O:6][CH2:5][CH2:4][N:3]([CH2:1][CH3:2])[CH2:25][CH3:26])[CH:12]=[CH:11][C:10]=2[NH:13][C:40]([C:36]2[S:37][CH:38]=[CH:39][C:35]=2[CH3:34])=[O:41])=[N:17]1. The catalyst class is: 1. (6) Reactant: [N:1]1[C:10]2[CH2:9][CH2:8][CH:7]([C:11]([O:13][CH3:14])=[O:12])[CH2:6][C:5]=2[CH:4]=[CH:3][CH:2]=1.ClC1C=CC=C(C(OO)=[O:23])C=1.CS(C)=O. Product: [CH3:14][O:13][C:11]([CH:7]1[CH2:8][CH2:9][C:10]2[N+:1]([O-:23])=[CH:2][CH:3]=[CH:4][C:5]=2[CH2:6]1)=[O:12]. The catalyst class is: 22. (7) Product: [CH2:29]([O:28][C:26]([N:14]1[CH2:15][CH2:16][N:11]([C:9]([O:8][CH2:1][C:2]2[CH:3]=[CH:4][CH:5]=[CH:6][CH:7]=2)=[O:10])[C@@H:12]([CH3:17])[CH2:13]1)=[O:27])[CH3:30]. The catalyst class is: 4. Reactant: [CH2:1]([O:8][C:9]([N:11]1[CH2:16][CH2:15][NH:14][CH2:13][C@@H:12]1[CH3:17])=[O:10])[C:2]1[CH:7]=[CH:6][CH:5]=[CH:4][CH:3]=1.C(N(CC)CC)C.Cl[C:26]([O:28][CH2:29][CH3:30])=[O:27]. (8) The catalyst class is: 20. Product: [NH2:1][C:2]1[CH:3]2[C:10]([C:11]3[CH:12]=[CH:13][C:14]([CH3:17])=[CH:15][CH:16]=3)=[N:9][N:8]([CH2:18][CH2:19][CH2:20][CH2:21][OH:22])[CH:4]2[N:5]=[CH:6][N:7]=1. Reactant: [NH2:1][C:2]1[CH:3]2[C:10]([C:11]3[CH:16]=[CH:15][C:14]([CH3:17])=[CH:13][CH:12]=3)=[N:9][N:8]([CH2:18][CH2:19][CH2:20][CH2:21][O:22]C(=O)C)[CH:4]2[N:5]=[CH:6][N:7]=1.